From a dataset of Forward reaction prediction with 1.9M reactions from USPTO patents (1976-2016). Predict the product of the given reaction. Given the reactants [C:1]([O:5][C:6]([N:8]1[CH:17]([CH2:18][CH2:19][C:20](O)=[O:21])[CH2:16][C:15]2[C:10](=[CH:11][CH:12]=[CH:13][CH:14]=2)[CH2:9]1)=[O:7])([CH3:4])([CH3:3])[CH3:2].C1N=CN(C(N2C=NC=C2)=O)C=1.Cl.[CH3:36][NH:37][O:38][CH3:39], predict the reaction product. The product is: [CH3:39][O:38][N:37]([CH3:36])[C:20](=[O:21])[CH2:19][CH2:18][CH:17]1[CH2:16][C:15]2[C:10](=[CH:11][CH:12]=[CH:13][CH:14]=2)[CH2:9][N:8]1[C:6]([O:5][C:1]([CH3:4])([CH3:2])[CH3:3])=[O:7].